This data is from Full USPTO retrosynthesis dataset with 1.9M reactions from patents (1976-2016). The task is: Predict the reactants needed to synthesize the given product. The reactants are: [C:1]([C:3]1[CH:4]=[C:5]([NH:10][C:11](=[O:14])[CH2:12][CH3:13])[CH:6]=[C:7]([F:9])[CH:8]=1)#[N:2].O1C2C=CC(CNC3C=C(C=CC=3F)C#N)=CC=2OCC1.[Cl:36][C:37]1[CH:44]=[CH:43][C:40]([CH2:41]Br)=[CH:39][C:38]=1[O:45][C:46]([F:49])([F:48])[F:47]. Given the product [Cl:36][C:37]1[CH:44]=[CH:43][C:40]([CH2:41][N:10]([C:5]2[CH:6]=[C:7]([F:9])[CH:8]=[C:3]([C:1]#[N:2])[CH:4]=2)[C:11](=[O:14])[CH2:12][CH3:13])=[CH:39][C:38]=1[O:45][C:46]([F:47])([F:49])[F:48], predict the reactants needed to synthesize it.